Dataset: Reaction yield outcomes from USPTO patents with 853,638 reactions. Task: Predict the reaction yield, written as a fraction of the theoretical maximum amount of product (1.0 means a 100% yield; for example, 0.34 means a 34% yield). (1) The reactants are O=[C:2]([CH:8]1[C:12](=O)[CH2:11][O:10][CH2:9]1)[C:3]([O:5][CH2:6][CH3:7])=[O:4].Cl.[Br:15][C:16]1[CH:17]=[C:18]([NH:22][NH2:23])[CH:19]=[CH:20][CH:21]=1. No catalyst specified. The product is [Br:15][C:16]1[CH:17]=[C:18]([N:22]2[CH:12]3[CH2:11][O:10][CH2:9][CH:8]3[C:2]([C:3]([O:5][CH2:6][CH3:7])=[O:4])=[N:23]2)[CH:19]=[CH:20][CH:21]=1. The yield is 0.110. (2) The reactants are C[O:2][C:3]1[CH:12]=[C:11]([CH3:13])[C:10]2[NH:9][C:8](=[O:14])[C:7]3[S:15][CH:16]=[CH:17][C:6]=3[C:5]=2[C:4]=1[C:18]1[CH:23]=[CH:22][C:21]([CH:24]([CH3:30])[CH2:25][S:26]([NH2:29])(=[O:28])=[O:27])=[CH:20][CH:19]=1.BrB(Br)Br. No catalyst specified. The product is [OH:2][C:3]1[CH:12]=[C:11]([CH3:13])[C:10]2[NH:9][C:8](=[O:14])[C:7]3[S:15][CH:16]=[CH:17][C:6]=3[C:5]=2[C:4]=1[C:18]1[CH:19]=[CH:20][C:21]([CH:24]([CH3:30])[CH2:25][S:26]([NH2:29])(=[O:28])=[O:27])=[CH:22][CH:23]=1. The yield is 0.440.